Dataset: Full USPTO retrosynthesis dataset with 1.9M reactions from patents (1976-2016). Task: Predict the reactants needed to synthesize the given product. (1) The reactants are: [C:1]([C:3]1[CH:4]=[C:5]([C:13]2[S:17][C:16]([C:18]3[CH:26]=[CH:25][CH:24]=[C:23]4[C:19]=3[CH2:20][CH2:21][C@H:22]4[NH:27]C(=O)OC(C)(C)C)=[CH:15][CH:14]=2)[CH:6]=[CH:7][C:8]=1[O:9][CH:10]([CH3:12])[CH3:11])#[N:2].Cl. Given the product [NH2:27][C@H:22]1[C:23]2[C:19](=[C:18]([C:16]3[S:17][C:13]([C:5]4[CH:6]=[CH:7][C:8]([O:9][CH:10]([CH3:12])[CH3:11])=[C:3]([CH:4]=4)[C:1]#[N:2])=[CH:14][CH:15]=3)[CH:26]=[CH:25][CH:24]=2)[CH2:20][CH2:21]1, predict the reactants needed to synthesize it. (2) Given the product [CH3:28][C:25]1[CH:26]=[CH:27][C:22]([CH:9]([C:10]2[C:18]3[C:13](=[C:14]([CH2:19][S:20][CH3:21])[CH:15]=[CH:16][CH:17]=3)[NH:12][CH:11]=2)[CH2:5][C:4]([O:3][CH2:2][CH3:1])=[O:29])=[CH:23][CH:24]=1, predict the reactants needed to synthesize it. The reactants are: [CH3:1][C:2]1(C)OC(=O)[CH:5]([CH:9]([C:22]2[CH:27]=[CH:26][C:25]([CH3:28])=[CH:24][CH:23]=2)[C:10]2[C:18]3[C:13](=[C:14]([CH2:19][S:20][CH3:21])[CH:15]=[CH:16][CH:17]=3)[NH:12][CH:11]=2)[C:4](=[O:29])[O:3]1. (3) Given the product [OH:2][C:3]1[CH:4]=[C:5]2[C:9](=[CH:10][CH:11]=1)[NH:8][C:7](=[O:12])[C:6]2=[O:13], predict the reactants needed to synthesize it. The reactants are: C[O:2][C:3]1[CH:4]=[C:5]2[C:9](=[CH:10][CH:11]=1)[NH:8][C:7](=[O:12])[C:6]2=[O:13].B(Br)(Br)Br. (4) Given the product [Br:1][C:2]1[CH:22]=[CH:21][C:5]2[N:6]([C:17]([CH3:18])([CH3:19])[CH3:20])[C:7]([C:9]3[CH:16]=[CH:15][CH:14]=[CH:13][C:10]=3[C:11]3[N:23]=[N:24][NH:25][N:12]=3)=[N:8][C:4]=2[CH:3]=1, predict the reactants needed to synthesize it. The reactants are: [Br:1][C:2]1[CH:22]=[CH:21][C:5]2[N:6]([C:17]([CH3:20])([CH3:19])[CH3:18])[C:7]([C:9]3[CH:16]=[CH:15][CH:14]=[CH:13][C:10]=3[C:11]#[N:12])=[N:8][C:4]=2[CH:3]=1.[N-:23]=[N+:24]=[N-:25].[Na+].[NH4+].[Cl-].